Predict the reaction yield, written as a fraction of the theoretical maximum amount of product (1.0 means a 100% yield; for example, 0.34 means a 34% yield). From a dataset of Reaction yield outcomes from USPTO patents with 853,638 reactions. (1) The reactants are [N+:1]([C:4]1[CH:5]=[CH:6][C:7]2[C:11]3[CH:12]=[CH:13][CH:14]=[CH:15][C:10]=3[S:9](=[O:17])(=[O:16])[C:8]=2[CH:18]=1)([O-])=O.C(O)CC.Cl.[Sn]. The catalyst is O. The product is [NH2:1][C:4]1[CH:5]=[CH:6][C:7]2[C:11]3[CH:12]=[CH:13][CH:14]=[CH:15][C:10]=3[S:9](=[O:17])(=[O:16])[C:8]=2[CH:18]=1. The yield is 0.930. (2) The reactants are [NH2:1][C:2]1[C:10]([N+:11]([O-:13])=[O:12])=[CH:9]C=[CH:7][C:3]=1[C:4]([OH:6])=O.Cl.[CH2:15]([NH2:17])[CH3:16].C(Cl)CCl.CC[N:24](C(C)C)C(C)C. The catalyst is C(Cl)Cl.CN(C=O)C. The product is [NH2:1][C:2]1[C:3]([C:4]([NH:17][CH2:15][CH3:16])=[O:6])=[CH:7][N:24]=[CH:9][C:10]=1[N+:11]([O-:13])=[O:12]. The yield is 0.476. (3) The reactants are NC[C:3]1[N:8]=[C:7](N(CC(OC(C)(C)C)=O)C(OC(C)(C)C)=O)[CH:6]=[CH:5][CH:4]=1.C1([S:31]([Cl:34])(=[O:33])=[O:32])C=CC=CC=1. No catalyst specified. The product is [N:8]1[CH:7]=[CH:6][CH:5]=[CH:4][C:3]=1[S:31]([Cl:34])(=[O:33])=[O:32]. The yield is 0.890.